This data is from Peptide-MHC class I binding affinity with 185,985 pairs from IEDB/IMGT. The task is: Regression. Given a peptide amino acid sequence and an MHC pseudo amino acid sequence, predict their binding affinity value. This is MHC class I binding data. (1) The peptide sequence is GTLALSLTF. The MHC is HLA-B15:01 with pseudo-sequence HLA-B15:01. The binding affinity (normalized) is 0.668. (2) The peptide sequence is RLDRPHTPQ. The MHC is HLA-B07:02 with pseudo-sequence HLA-B07:02. The binding affinity (normalized) is 0.0519.